This data is from Full USPTO retrosynthesis dataset with 1.9M reactions from patents (1976-2016). The task is: Predict the reactants needed to synthesize the given product. Given the product [Cl:30][C:31]1[CH:36]=[CH:35][C:34]([CH:37]([C:45]2[CH:50]=[CH:49][C:48]([C:51]3[CH:52]=[N:53][NH:54][CH:55]=3)=[CH:47][CH:46]=2)[CH2:38][N:39]2[CH2:40][CH2:41][CH2:1][CH2:43][CH2:44]2)=[CH:33][CH:32]=1, predict the reactants needed to synthesize it. The reactants are: [C:1](OC(N1CCN(CC(C2C=CC(Cl)=CC=2)C2C=CC(Cl)=CC=2)CC1)=O)(C)(C)C.[Cl:30][C:31]1[CH:36]=[CH:35][C:34]([CH:37]([C:45]2[CH:50]=[CH:49][C:48]([C:51]3[CH:52]=[N:53][NH:54][CH:55]=3)=[CH:47][CH:46]=2)[CH2:38][N:39]2[CH2:44][CH2:43]N[CH2:41][CH2:40]2)=[CH:33][CH:32]=1.C(N1CCNCC1)(OC(C)(C)C)=O.